Task: Predict which catalyst facilitates the given reaction.. Dataset: Catalyst prediction with 721,799 reactions and 888 catalyst types from USPTO (1) Reactant: [CH3:1][C:2]1[N:7]=[C:6]([NH2:8])[CH:5]=[CH:4][CH:3]=1.[CH2:9]([O:11][C:12]([N:14]=[C:15]=[S:16])=[O:13])[CH3:10]. Product: [CH2:9]([O:11][C:12]([NH:14][C:15](=[S:16])[NH:8][C:6]1[CH:5]=[CH:4][CH:3]=[C:2]([CH3:1])[N:7]=1)=[O:13])[CH3:10]. The catalyst class is: 12. (2) Reactant: [CH3:1][O:2][C:3]1[CH:4]=[C:5]2[C:10](=[CH:11][C:12]=1[O:13][CH3:14])[N:9]=[CH:8][CH:7]=[C:6]2[O:15][C:16]1[CH:22]=[CH:21][C:19]([NH2:20])=[C:18]([CH3:23])[C:17]=1[CH3:24].C(N(CC)CC)C.ClC(Cl)(O[C:36](=[O:42])OC(Cl)(Cl)Cl)Cl.[Br:44][C:45]1[CH:46]=[C:47]([C@H:51]([NH2:53])[CH3:52])[CH:48]=[CH:49][CH:50]=1. Product: [Br:44][C:45]1[CH:46]=[C:47]([C@H:51]([NH:53][C:36]([NH:20][C:19]2[CH:21]=[CH:22][C:16]([O:15][C:6]3[C:5]4[C:10](=[CH:11][C:12]([O:13][CH3:14])=[C:3]([O:2][CH3:1])[CH:4]=4)[N:9]=[CH:8][CH:7]=3)=[C:17]([CH3:24])[C:18]=2[CH3:23])=[O:42])[CH3:52])[CH:48]=[CH:49][CH:50]=1. The catalyst class is: 22. (3) Reactant: [F:1][CH:2]([F:47])[C:3]1[N:7]([C:8]2[N:13]=[C:12]([N:14]3[CH2:19][CH2:18][N:17]([S:20]([CH2:23][CH2:24][N:25]4[CH2:30][CH2:29][N:28]([S:31]([CH3:34])(=[O:33])=[O:32])[CH2:27][CH2:26]4)(=[O:22])=[O:21])[CH2:16][CH2:15]3)[N:11]=[C:10]([N:35]3[CH2:40][CH2:39][O:38][CH2:37][CH2:36]3)[N:9]=2)[C:6]2[CH:41]=[CH:42][CH:43]=[C:44]([O:45][CH3:46])[C:5]=2[N:4]=1.[CH3:48][S:49]([OH:52])(=[O:51])=[O:50]. Product: [CH3:48][S:49]([OH:52])(=[O:51])=[O:50].[F:47][CH:2]([F:1])[C:3]1[N:7]([C:8]2[N:13]=[C:12]([N:14]3[CH2:15][CH2:16][N:17]([S:20]([CH2:23][CH2:24][N:25]4[CH2:26][CH2:27][N:28]([S:31]([CH3:34])(=[O:32])=[O:33])[CH2:29][CH2:30]4)(=[O:21])=[O:22])[CH2:18][CH2:19]3)[N:11]=[C:10]([N:35]3[CH2:36][CH2:37][O:38][CH2:39][CH2:40]3)[N:9]=2)[C:6]2[CH:41]=[CH:42][CH:43]=[C:44]([O:45][CH3:46])[C:5]=2[N:4]=1. The catalyst class is: 5. (4) Reactant: [CH3:1][C:2]1[CH:3]=[C:4]([CH:21]=[CH:22][C:23]=1[O:24][CH:25]1[CH2:30][CH2:29][CH2:28][CH2:27][O:26]1)[CH2:5][NH:6][C:7]1[CH:12]=[CH:11][C:10]([O:13][CH2:14][CH2:15][N:16]2[CH2:20][CH2:19][CH2:18][CH2:17]2)=[CH:9][CH:8]=1.C(N(CC)CC)C.[C:38]1([CH3:50])[CH:43]=[C:42]([CH3:44])[CH:41]=[C:40]([CH3:45])[C:39]=1[S:46](Cl)(=[O:48])=[O:47].[N-]=C=O.C(O)C(N)(CO)CO. Product: [CH3:50][C:38]1[CH:43]=[C:42]([CH3:44])[CH:41]=[C:40]([CH3:45])[C:39]=1[S:46]([N:6]([CH2:5][C:4]1[CH:21]=[CH:22][C:23]([O:24][CH:25]2[CH2:30][CH2:29][CH2:28][CH2:27][O:26]2)=[C:2]([CH3:1])[CH:3]=1)[C:7]1[CH:12]=[CH:11][C:10]([O:13][CH2:14][CH2:15][N:16]2[CH2:20][CH2:19][CH2:18][CH2:17]2)=[CH:9][CH:8]=1)(=[O:47])=[O:48]. The catalyst class is: 2. (5) The catalyst class is: 33. Product: [CH3:8][N:7]1[C:2]2[N:1]=[CH:12][NH:11][C:3]=2[C:4](=[O:10])[NH:5][C:6]1=[O:9]. Reactant: [NH2:1][C:2]1[N:7]([CH3:8])[C:6](=[O:9])[NH:5][C:4](=[O:10])[C:3]=1[NH:11][CH:12]=O.[OH-].[Na+]. (6) Product: [C:1]([CH:5]1[CH2:14][CH2:13][C:12]2[N:11]=[C:10]3[S:15][C:16]([NH:18][CH:19]=[O:21])=[N:17][C:9]3=[CH:8][C:7]=2[CH2:6]1)([CH3:4])([CH3:2])[CH3:3]. Reactant: [C:1]([CH:5]1[CH2:14][CH2:13][C:12]2[N:11]=[C:10]3[S:15][C:16]([NH2:18])=[N:17][C:9]3=[CH:8][C:7]=2[CH2:6]1)([CH3:4])([CH3:3])[CH3:2].[C:19](OC(=O)C)(=[O:21])C.C(O)=O. The catalyst class is: 2.